Task: Predict the reaction yield, written as a fraction of the theoretical maximum amount of product (1.0 means a 100% yield; for example, 0.34 means a 34% yield).. Dataset: Reaction yield outcomes from USPTO patents with 853,638 reactions (1) The reactants are [CH:1]([C:4]1[NH:8][N:7]=[CH:6][CH:5]=1)([CH3:3])[CH3:2].Br[CH2:10][C:11]([O:13][CH2:14][CH3:15])=[O:12]. No catalyst specified. The product is [CH2:14]([O:13][C:11](=[O:12])[CH2:10][N:8]1[C:4]([CH:1]([CH3:3])[CH3:2])=[CH:5][CH:6]=[N:7]1)[CH3:15]. The yield is 0.0600. (2) The reactants are Cl.[NH2:2][OH:3].CCN(CC)CC.[C:11]([C:15]1[C:16]([OH:23])=[C:17]([CH:20]=[CH:21][CH:22]=1)[CH:18]=O)([CH3:14])([CH3:13])[CH3:12]. The catalyst is CC#N. The product is [C:11]([C:15]1[C:16]([OH:23])=[C:17]([CH:20]=[CH:21][CH:22]=1)[CH:18]=[N:2][OH:3])([CH3:14])([CH3:13])[CH3:12]. The yield is 0.920. (3) The reactants are [NH2:1][C:2]1[C:3]([F:23])=[CH:4][C:5]([Cl:22])=[C:6]([C:8]2[C:9](=[O:21])[N:10]([CH2:19][CH3:20])[C:11]3[C:16]([CH:17]=2)=[CH:15][N:14]=[C:13]([Cl:18])[CH:12]=3)[CH:7]=1.[C:24]([C:26]1[CH:27]=[C:28]([N:32]=[C:33]=[O:34])[CH:29]=[CH:30][CH:31]=1)#[N:25].N1C=CC=CC=1. The catalyst is C1COCC1. The product is [Cl:22][C:5]1[C:6]([C:8]2[C:9](=[O:21])[N:10]([CH2:19][CH3:20])[C:11]3[C:16]([CH:17]=2)=[CH:15][N:14]=[C:13]([Cl:18])[CH:12]=3)=[CH:7][C:2]([NH:1][C:33]([NH:32][C:28]2[CH:29]=[CH:30][CH:31]=[C:26]([C:24]#[N:25])[CH:27]=2)=[O:34])=[C:3]([F:23])[CH:4]=1. The yield is 0.600. (4) The reactants are [F:1][C:2]1[CH:24]=[CH:23][C:5]([O:6][C:7]2[CH:8]=[C:9]3[C:13](=[CH:14][C:15]=2[C:16]([NH2:18])=[O:17])[N:12]([CH2:19][CH:20]([CH3:22])[CH3:21])[N:11]=[CH:10]3)=[CH:4][CH:3]=1.C(N1C=CN=C1)(N1C=CN=C1)=O.[CH3:37][N:38]([C:43]1[CH:48]=[CH:47][CH:46]=[CH:45][CH:44]=1)[CH2:39][CH2:40][CH2:41]N. The product is [CH3:37][N:38]([C:43]1[CH:48]=[CH:47][CH:46]=[CH:45][CH:44]=1)[CH2:39][CH2:40][CH2:41][NH:18][C:16]([C:15]1[CH:14]=[C:13]2[C:9]([CH:10]=[N:11][N:12]2[CH2:19][CH:20]([CH3:22])[CH3:21])=[CH:8][C:7]=1[O:6][C:5]1[CH:23]=[CH:24][C:2]([F:1])=[CH:3][CH:4]=1)=[O:17]. The yield is 0.780. The catalyst is C1COCC1. (5) The reactants are [CH2:1]([O:3][C:4]1[CH:9]=[CH:8][CH:7]=[CH:6][C:5]=1[C:10]1[CH:15]=[CH:14][C:13]([NH2:16])=[CH:12][C:11]=1[N+:17]([O-:19])=[O:18])[CH3:2].[CH3:20][C:21]([O:24][C:25](O[C:25]([O:24][C:21]([CH3:23])([CH3:22])[CH3:20])=[O:26])=[O:26])([CH3:23])[CH3:22]. No catalyst specified. The product is [C:21]([O:24][C:25](=[O:26])[NH:16][C:13]1[CH:14]=[CH:15][C:10]([C:5]2[CH:6]=[CH:7][CH:8]=[CH:9][C:4]=2[O:3][CH2:1][CH3:2])=[C:11]([N+:17]([O-:19])=[O:18])[CH:12]=1)([CH3:23])([CH3:22])[CH3:20]. The yield is 0.830.